Dataset: Forward reaction prediction with 1.9M reactions from USPTO patents (1976-2016). Task: Predict the product of the given reaction. (1) Given the reactants [CH2:1]([O:8][C:9]([N:11]1[CH2:15][CH2:14][CH2:13][CH:12]1[C:16]1[O:17][C:18]2[C:24]([C:25](OC)=O)=[CH:23][CH:22]=[CH:21][C:19]=2[N:20]=1)=[O:10])[C:2]1[CH:7]=[CH:6][CH:5]=[CH:4][CH:3]=1.[OH2:29].[NH3:30], predict the reaction product. The product is: [C:25]([C:24]1[C:18]2[O:17][C:16]([CH:12]3[CH2:13][CH2:14][CH2:15][N:11]3[C:9]([O:8][CH2:1][C:2]3[CH:7]=[CH:6][CH:5]=[CH:4][CH:3]=3)=[O:10])=[N:20][C:19]=2[CH:21]=[CH:22][CH:23]=1)(=[O:29])[NH2:30]. (2) Given the reactants [N:1]1[CH:6]=[CH:5][CH:4]=[CH:3][C:2]=1[NH:7][CH:8]1[CH2:13][CH2:12][N:11](C(OCC)=O)[CH2:10][CH2:9]1, predict the reaction product. The product is: [NH:11]1[CH2:12][CH2:13][CH:8]([NH:7][C:2]2[CH:3]=[CH:4][CH:5]=[CH:6][N:1]=2)[CH2:9][CH2:10]1. (3) Given the reactants [NH2:1][C:2]1[C:7]([C:8]#[N:9])=[C:6]([C:10]2[CH:15]=[CH:14][CH:13]=[CH:12][CH:11]=2)[C:5]([C:16]#[N:17])=[C:4]([Cl:18])[N:3]=1.N[CH2:20][CH2:21][OH:22], predict the reaction product. The product is: [Cl:18][C:4]1[C:5]([C:16]#[N:17])=[C:6]([C:10]2[CH:15]=[CH:14][CH:13]=[CH:12][CH:11]=2)[C:7]([C:8]#[N:9])=[C:2]([NH:1][CH2:20][CH2:21][OH:22])[N:3]=1. (4) The product is: [CH3:21][CH2:20][CH2:19][CH2:18][CH2:17][CH2:16][CH2:15][CH2:14][CH2:13][CH2:12][CH2:11][CH2:10][CH2:9][CH2:8][CH2:7][CH2:6][CH2:5][CH2:4][CH2:3][CH2:2][CH3:1]. Given the reactants [CH3:1][C:2](=O)[CH2:3][CH2:4][CH2:5][CH2:6][CH2:7][CH2:8][CH2:9][CH2:10][CH2:11][CH2:12][CH2:13][CH2:14][CH2:15][CH2:16][CH2:17][CH2:18][CH2:19][CH2:20][CH3:21].O.NN.[OH-].[K+], predict the reaction product. (5) Given the reactants [CH3:1][O:2][C:3]1[C:4]([C:13]#[N:14])=[CH:5][C:6]2[NH:10][C:9](=O)[NH:8][C:7]=2[CH:12]=1.O=P(Cl)(Cl)[Cl:17], predict the reaction product. The product is: [Cl:17][C:9]1[NH:8][C:7]2[CH:12]=[C:3]([O:2][CH3:1])[C:4]([C:13]#[N:14])=[CH:5][C:6]=2[N:10]=1.